From a dataset of Full USPTO retrosynthesis dataset with 1.9M reactions from patents (1976-2016). Predict the reactants needed to synthesize the given product. Given the product [OH:12][C:10]([CH2:9][CH2:8][S:13][C:14]1[CH:23]=[C:22]([Cl:24])[CH:21]=[CH:20][C:15]=1[C:16]([O:18][CH3:19])=[O:17])=[O:11], predict the reactants needed to synthesize it. The reactants are: C(=O)([O-])[O-].[K+].[K+].Br[CH2:8][CH2:9][C:10]([OH:12])=[O:11].[SH:13][C:14]1[CH:23]=[C:22]([Cl:24])[CH:21]=[CH:20][C:15]=1[C:16]([O:18][CH3:19])=[O:17].